This data is from NCI-60 drug combinations with 297,098 pairs across 59 cell lines. The task is: Regression. Given two drug SMILES strings and cell line genomic features, predict the synergy score measuring deviation from expected non-interaction effect. (1) Cell line: M14. Drug 1: CC1C(C(CC(O1)OC2CC(CC3=C2C(=C4C(=C3O)C(=O)C5=C(C4=O)C(=CC=C5)OC)O)(C(=O)CO)O)N)O.Cl. Drug 2: CC1=C(N=C(N=C1N)C(CC(=O)N)NCC(C(=O)N)N)C(=O)NC(C(C2=CN=CN2)OC3C(C(C(C(O3)CO)O)O)OC4C(C(C(C(O4)CO)O)OC(=O)N)O)C(=O)NC(C)C(C(C)C(=O)NC(C(C)O)C(=O)NCCC5=NC(=CS5)C6=NC(=CS6)C(=O)NCCC[S+](C)C)O. Synergy scores: CSS=23.8, Synergy_ZIP=-4.94, Synergy_Bliss=-1.83, Synergy_Loewe=0.832, Synergy_HSA=1.60. (2) Drug 1: CC12CCC(CC1=CCC3C2CCC4(C3CC=C4C5=CN=CC=C5)C)O. Drug 2: C(=O)(N)NO. Cell line: MOLT-4. Synergy scores: CSS=16.7, Synergy_ZIP=-4.06, Synergy_Bliss=5.22, Synergy_Loewe=2.47, Synergy_HSA=4.97. (3) Cell line: BT-549. Drug 1: CC(CN1CC(=O)NC(=O)C1)N2CC(=O)NC(=O)C2. Drug 2: CN1C2=C(C=C(C=C2)N(CCCl)CCCl)N=C1CCCC(=O)O.Cl. Synergy scores: CSS=16.4, Synergy_ZIP=-0.651, Synergy_Bliss=4.56, Synergy_Loewe=2.60, Synergy_HSA=4.98.